This data is from Catalyst prediction with 721,799 reactions and 888 catalyst types from USPTO. The task is: Predict which catalyst facilitates the given reaction. Reactant: [CH:1]1([C:4]2[CH:9]=[CH:8][C:7]([N+:10]([O-:12])=[O:11])=[C:6](F)[CH:5]=2)[CH2:3][CH2:2]1.Cl.Cl.[CH2:16]([O:18][C@H:19]1[CH2:24][CH2:23][C@H:22]([N:25]2[CH2:30][CH2:29][CH:28]([NH2:31])[CH2:27][CH2:26]2)[CH2:21][CH2:20]1)[CH3:17].C(N(C(C)C)CC)(C)C. Product: [CH:1]1([C:4]2[CH:9]=[CH:8][C:7]([N+:10]([O-:12])=[O:11])=[C:6]([NH:31][CH:28]3[CH2:27][CH2:26][N:25]([C@H:22]4[CH2:23][CH2:24][C@H:19]([O:18][CH2:16][CH3:17])[CH2:20][CH2:21]4)[CH2:30][CH2:29]3)[CH:5]=2)[CH2:3][CH2:2]1. The catalyst class is: 9.